Dataset: Forward reaction prediction with 1.9M reactions from USPTO patents (1976-2016). Task: Predict the product of the given reaction. (1) The product is: [NH2:1][C:2]1[C:3]2[C:10]([C:11]3[CH:16]=[CH:15][CH:14]=[C:13]([O:17][CH2:18][CH:19]4[CH2:24][CH2:23][CH2:22][CH2:21][O:20]4)[CH:12]=3)=[CH:9][N:8]([C@H:25]3[CH2:28][C@H:27]([CH2:29][N:30]4[CH2:33][CH:32]([OH:35])[CH2:31]4)[CH2:26]3)[C:4]=2[N:5]=[CH:6][N:7]=1. Given the reactants [NH2:1][C:2]1[C:3]2[C:10]([C:11]3[CH:16]=[CH:15][CH:14]=[C:13]([O:17][CH2:18][CH:19]4[CH2:24][CH2:23][CH2:22][CH2:21][O:20]4)[CH:12]=3)=[CH:9][N:8]([C@@H:25]3[CH2:28][C@H:27]([CH2:29][N:30]4C[CH2:33][C@H:32]([OH:35])[CH2:31]4)[CH2:26]3)[C:4]=2[N:5]=[CH:6][N:7]=1.OC1CNC1, predict the reaction product. (2) Given the reactants Br[CH2:2][C:3]([C:5]12[CH2:14][CH:9]3[CH2:10][CH:11]([CH2:13][CH:7]([CH2:8]3)[CH2:6]1)[CH2:12]2)=[O:4].[N:15]1[CH:20]=[CH:19][C:18]([SH:21])=[CH:17][CH:16]=1.C(N(CC)CC)C, predict the reaction product. The product is: [C:5]12([C:3](=[O:4])[CH2:2][S:21][C:18]3[CH:19]=[CH:20][N:15]=[CH:16][CH:17]=3)[CH2:14][CH:9]3[CH2:10][CH:11]([CH2:13][CH:7]([CH2:8]3)[CH2:6]1)[CH2:12]2. (3) Given the reactants [C:1]([OH:6])(=O)[CH2:2][CH2:3][CH3:4].[Cl:7][S:8]([N:11]=C=O)(=[O:10])=[O:9], predict the reaction product. The product is: [C:1]([NH:11][S:8]([Cl:7])(=[O:10])=[O:9])(=[O:6])[CH2:2][CH2:3][CH3:4]. (4) Given the reactants Cl[C:2]1[CH:11]=[C:10]2[C:5]([CH:6]=[C:7]([C:16]3[C:17]([CH3:33])=[CH:18][C:19]([F:32])=[C:20]([NH:22][C:23]([NH:25][C:26]4[CH:31]=[CH:30][CH:29]=[CH:28][CH:27]=4)=[O:24])[CH:21]=3)[C:8](=[O:15])[N:9]2[CH:12]([CH3:14])[CH3:13])=[CH:4][N:3]=1.C([NH:38][C:39](=[O:41])[O-:40])(C)(C)C.C([O-])([O-])=O.[Cs+].[Cs+].[CH3:48][CH:49]([C:51]1C=[C:48]([CH:49]([CH3:51])[CH3:50])C(C2C=CC=CC=2P(C2CCCCC2)C2CCCCC2)=[C:48]([CH:49]([CH3:51])[CH3:50])C=1)[CH3:50], predict the reaction product. The product is: [F:32][C:19]1[C:20]([NH:22][C:23]([NH:25][C:26]2[CH:31]=[CH:30][CH:29]=[CH:28][CH:27]=2)=[O:24])=[CH:21][C:16]([C:7]2[C:8](=[O:15])[N:9]([CH:12]([CH3:14])[CH3:13])[C:10]3[C:5]([CH:6]=2)=[CH:4][N:3]=[C:2]([NH:38][C:39](=[O:41])[O:40][C:49]([CH3:51])([CH3:50])[CH3:48])[CH:11]=3)=[C:17]([CH3:33])[CH:18]=1. (5) Given the reactants [F:1][C:2]1[CH:3]=[C:4]([CH:31]=[C:32]([F:34])[CH:33]=1)[CH2:5][C@H:6]1[C@@H:10]([C@H:11]2[CH2:20][C:19]3[C:14](=[CH:15][CH:16]=[CH:17][CH:18]=3)[CH2:13][N:12]2[CH2:21][C:22]2[CH:27]=[CH:26][C:25]([O:28][CH3:29])=[CH:24][CH:23]=2)[O:9]C(=O)[NH:7]1.[Li+].[OH-], predict the reaction product. The product is: [CH3:29][O:28][C:25]1[CH:24]=[CH:23][C:22]([CH2:21][N:12]2[C@@H:11]([C@@H:10]([OH:9])[C@@H:6]([NH2:7])[CH2:5][C:4]3[CH:31]=[C:32]([F:34])[CH:33]=[C:2]([F:1])[CH:3]=3)[CH2:20][C:19]3[C:14](=[CH:15][CH:16]=[CH:17][CH:18]=3)[CH2:13]2)=[CH:27][CH:26]=1. (6) Given the reactants N1C=[CH:5][C:4]([CH:7]=[C:8]2[C:16]3[C:11](=[N:12][CH:13]=[C:14]([C:17]4[CH:22]=[C:21]([O:23][CH3:24])[C:20]([O:25][CH3:26])=[C:19]([O:27][CH3:28])[CH:18]=4)[CH:15]=3)[NH:10][C:9]2=[O:29])=[CH:3][CH:2]=1.[CH:30]([O-])=O.[NH4+:33], predict the reaction product. The product is: [N:33]1[CH:30]=[CH:2][CH:3]=[C:4]([CH2:7][CH:8]2[C:16]3[C:11](=[N:12][CH:13]=[C:14]([C:17]4[CH:18]=[C:19]([O:27][CH3:28])[C:20]([O:25][CH3:26])=[C:21]([O:23][CH3:24])[CH:22]=4)[CH:15]=3)[NH:10][C:9]2=[O:29])[CH:5]=1. (7) Given the reactants [F:1][C:2]1[CH:9]=[CH:8][CH:7]=[C:6]([F:10])[C:3]=1[C:4]#[N:5].C1C(=O)N([Br:18])C(=O)C1, predict the reaction product. The product is: [Br:18][C:7]1[C:6]([F:10])=[C:3]([C:2]([F:1])=[CH:9][CH:8]=1)[C:4]#[N:5].